This data is from Reaction yield outcomes from USPTO patents with 853,638 reactions. The task is: Predict the reaction yield, written as a fraction of the theoretical maximum amount of product (1.0 means a 100% yield; for example, 0.34 means a 34% yield). (1) The reactants are [F:1][C:2]1[CH:7]=[C:6]([O:8][CH2:9][C@H:10]2[CH2:15][CH2:14][C@H:13]([O:16]C3CCCCO3)[CH2:12][CH2:11]2)[CH:5]=[CH:4][C:3]=1[C:23]1[CH:28]=[CH:27][N:26]([CH2:29][CH2:30][C@@:31]([CH3:46])([S:42]([CH3:45])(=[O:44])=[O:43])[C:32]([NH:34][O:35]C2CCCCO2)=[O:33])[C:25](=[O:47])[CH:24]=1.ONC(=O)[C@](C)(S(C)(=O)=O)CCN1C=CC(C2C=CC(OC[C@H]3CC[C@@H](O)CC3)=CC=2)=CC1=O. No catalyst specified. The product is [F:1][C:2]1[CH:7]=[C:6]([O:8][CH2:9][C@H:10]2[CH2:15][CH2:14][C@H:13]([OH:16])[CH2:12][CH2:11]2)[CH:5]=[CH:4][C:3]=1[C:23]1[CH:28]=[CH:27][N:26]([CH2:29][CH2:30][C@@:31]([CH3:46])([S:42]([CH3:45])(=[O:43])=[O:44])[C:32]([NH:34][OH:35])=[O:33])[C:25](=[O:47])[CH:24]=1. The yield is 0.626. (2) The reactants are [CH2:1]([O:8][C:9]([N:11]1[CH2:15][CH:14]([OH:16])[CH2:13][CH:12]1[CH2:17][C:18]1[C:26]2[C:21](=[CH:22][C:23]([F:27])=[CH:24][CH:25]=2)[NH:20][CH:19]=1)=[O:10])[C:2]1[CH:7]=[CH:6][CH:5]=[CH:4][CH:3]=1.[C:28](OC(=O)C)(=[O:30])[CH3:29]. The catalyst is CN(C1C=CN=CC=1)C.C(Cl)Cl. The product is [CH2:1]([O:8][C:9]([N:11]1[CH2:15][CH:14]([O:16][C:28](=[O:30])[CH3:29])[CH2:13][CH:12]1[CH2:17][C:18]1[C:26]2[C:21](=[CH:22][C:23]([F:27])=[CH:24][CH:25]=2)[NH:20][CH:19]=1)=[O:10])[C:2]1[CH:7]=[CH:6][CH:5]=[CH:4][CH:3]=1. The yield is 0.630. (3) The reactants are [C:1]1([CH2:7][O:8][CH2:9][C:10]2[CH:15]=[CH:14][C:13]([O:16][CH3:17])=[CH:12][CH:11]=2)[CH2:6][CH2:5][CH2:4][CH2:3][CH:2]=1.C[Si](C)(C)C[C:21](F)([F:23])[F:22].[I-].[Na+]. The catalyst is O1CCCC1. The product is [F:22][C:21]1([F:23])[C:1]2([CH2:7][O:8][CH2:9][C:10]3[CH:15]=[CH:14][C:13]([O:16][CH3:17])=[CH:12][CH:11]=3)[CH:6]1[CH2:5][CH2:4][CH2:3][CH2:2]2. The yield is 0.800. (4) The catalyst is CC([O-])=O.CC([O-])=O.[Pd+2].C1(P(C2CCCCC2)C2C=CC=CC=2C2C(OC)=CC=C(S([O-])(=O)=O)C=2OC)CCCCC1.[Na+].O. The product is [C:12]([C:14]1[CH:19]=[CH:18][C:17]([C:2]2[CH:3]=[CH:4][C:5]([OH:11])=[C:6]([C:7]([OH:9])=[O:8])[CH:10]=2)=[CH:16][CH:15]=1)#[N:13]. The reactants are Cl[C:2]1[CH:3]=[CH:4][C:5]([OH:11])=[C:6]([CH:10]=1)[C:7]([OH:9])=[O:8].[C:12]([C:14]1[CH:19]=[CH:18][C:17](B(O)O)=[CH:16][CH:15]=1)#[N:13].C([O-])([O-])=O.[K+].[K+]. The yield is 0.920. (5) The product is [CH3:2][C:3]1([CH3:13])[C:4]2[CH:9]=[CH:8][CH:7]=[CH:6][C:5]=2[O:1][C:18]1=[O:19]. The catalyst is C1COCC1. The yield is 0.650. The reactants are [O:1]1[C:5]2[CH:6]=[CH:7][CH:8]=[CH:9][C:4]=2[CH2:3][C:2]1=O.[H-].[Na+].[CH3:13]I.CN([CH:18]=[O:19])C.